From a dataset of Catalyst prediction with 721,799 reactions and 888 catalyst types from USPTO. Predict which catalyst facilitates the given reaction. (1) Reactant: [OH:1][C:2]1[C:11]2[C:6](=[CH:7][C:8]([C:12]([O:14][CH3:15])=[O:13])=[CH:9][CH:10]=2)[N:5]([CH3:16])[C:4](=[O:17])[C:3]=1[C:18]([O:20]CC1C=CC=CC=1)=[O:19]. Product: [OH:1][C:2]1[C:11]2[C:6](=[CH:7][C:8]([C:12]([O:14][CH3:15])=[O:13])=[CH:9][CH:10]=2)[N:5]([CH3:16])[C:4](=[O:17])[C:3]=1[C:18]([OH:20])=[O:19]. The catalyst class is: 78. (2) Reactant: Br[CH2:2][C:3]1[CH:10]=[CH:9][C:6]([C:7]#[N:8])=[CH:5][CH:4]=1.C(N(CC)CC)C.[NH:18]1[CH2:23][CH2:22][O:21][CH2:20][CH2:19]1. Product: [O:21]1[CH2:22][CH2:23][N:18]([CH2:2][C:3]2[CH:10]=[CH:9][C:6]([C:7]#[N:8])=[CH:5][CH:4]=2)[CH2:19][CH2:20]1. The catalyst class is: 2. (3) Reactant: [O:1]=[C:2]([CH3:8])[CH2:3][C:4]([O:6][CH3:7])=[O:5].[C:9]1([C:15]#[CH:16])[CH:14]=[CH:13][CH:12]=[CH:11][CH:10]=1. Product: [C:2]([CH:3]([C:15]([C:9]1[CH:14]=[CH:13][CH:12]=[CH:11][CH:10]=1)=[CH2:16])[C:4]([O:6][CH3:7])=[O:5])(=[O:1])[CH3:8]. The catalyst class is: 308. (4) Reactant: [Cl-].[Cl-].[Cl-].[Al+3].[C:5](Cl)(=[O:7])[CH3:6].[I:9][C:10]1[CH:11]=[C:12]([CH3:16])[CH:13]=[CH:14][CH:15]=1. Product: [C:5]([C:13]1[CH:14]=[CH:15][C:10]([I:9])=[CH:11][C:12]=1[CH3:16])(=[O:7])[CH3:6]. The catalyst class is: 4. (5) Reactant: C(ONC(C1N=CC2N(CC3C=CC(F)=CC=3)C=NC=2C=1)=O)C1C=CC=CC=1.C(ON1CC2C(=NC=C3NC=CC3=2)C1=O)C1C=CC=CC=1.FC1C=C(F)C=CC=1CBr.FC1C=C(F)C=CC=1CN1C2=CN=C(C(OCC)=O)C=C2C(COCC)=C1.C([O:94][N:95]1[CH2:103][C:102]2[C:97](=[N:98][CH:99]=[C:100]3[N:106]([CH2:107][C:108]4[CH:113]=[CH:112][C:111]([F:114])=[CH:110][C:109]=4[F:115])[CH:105]=[CH:104][C:101]3=2)[C:96]1=[O:116])C1C=CC=CC=1. Product: [F:115][C:109]1[CH:110]=[C:111]([F:114])[CH:112]=[CH:113][C:108]=1[CH2:107][N:106]1[C:100]2[C:101](=[C:102]3[CH2:103][N:95]([OH:94])[C:96](=[O:116])[C:97]3=[N:98][CH:99]=2)[CH:104]=[CH:105]1. The catalyst class is: 421. (6) The catalyst class is: 5. Product: [CH3:10][C:8]([C:5]1[CH:6]=[CH:7][C:2]([OH:1])=[CH:3][CH:4]=1)([C:11]1[CH:12]=[CH:13][C:14]([OH:17])=[CH:15][CH:16]=1)[CH3:9].[C:14]([OH:17])([OH:24])=[O:23].[Ag:30]. Reactant: [OH:1][C:2]1[CH:7]=[CH:6][C:5]([C:8]([C:11]2[CH:16]=[CH:15][C:14]([OH:17])=[CH:13][CH:12]=2)([CH3:10])[CH3:9])=[CH:4][CH:3]=1.C[N+](C)(C)C.[OH-:23].[OH-:24].[Na+].[N+]([O-])([O-])=O.[Ag+:30]. (7) Reactant: [CH3:1][C:2]1[C:3](=[O:12])[N:4]=[C:5]([CH2:9][CH2:10][CH3:11])[NH:6][C:7]=1[CH3:8].[H-].[Li+].[CH2:15](OS([C:19]1[CH:20]=[CH:21][C:16]([CH3:15])=[CH:17][CH:18]=1)(=O)=O)[C:16]1[CH:21]=[CH:20][CH:19]=[CH:18][CH:17]=1.O. Product: [CH3:1][C:2]1[C:3](=[O:12])[N:4]([CH2:15][C:16]2[CH:21]=[CH:20][CH:19]=[CH:18][CH:17]=2)[C:5]([CH2:9][CH2:10][CH3:11])=[N:6][C:7]=1[CH3:8]. The catalyst class is: 12. (8) Reactant: [C:1]12(CS(O)(=O)=O)[C:8]([CH3:10])(C)[CH:5]([CH2:6][CH2:7]1)[CH2:4][C:2]2=[O:3].[C:16]1(C)C=CC(S(O)(=O)=O)=C[CH:17]=1. Product: [CH:16]1[CH:10]=[CH:8][C:1]2[C:7](=[CH:6][CH:5]=[CH:4][C:2]=2[OH:3])[CH:17]=1. The catalyst class is: 11. (9) Reactant: [Cl:1][C:2]1[CH:7]=[CH:6][C:5]([CH2:8][N:9]2[CH2:13][CH2:12][S:11][C:10]2=[NH:14])=[CH:4][N:3]=1.C(N(CC)CC)C.[Br:22][CH2:23][C:24](Cl)=[O:25]. Product: [Br:22][CH2:23][C:24](/[N:14]=[C:10]1\[S:11][CH2:12][CH2:13][N:9]\1[CH2:8][C:5]1[CH:4]=[N:3][C:2]([Cl:1])=[CH:7][CH:6]=1)=[O:25]. The catalyst class is: 10. (10) Reactant: [Si]([O:18][CH2:19][CH:20]([C:39]1[CH:44]=[CH:43][C:42]([C:45]2[CH:50]=[C:49]([O:51][CH3:52])[CH:48]=[CH:47][C:46]=2[F:53])=[CH:41][N:40]=1)[O:21][C:22]1[CH:23]=[C:24]([C@H:29]([CH:36]2[CH2:38][CH2:37]2)[C@H:30]([CH3:35])[C:31]([O:33][CH3:34])=[O:32])[CH:25]=[CH:26][C:27]=1[I:28])(C(C)(C)C)(C1C=CC=CC=1)C1C=CC=CC=1.CCCC[N+](CCCC)(CCCC)CCCC.[F-]. Product: [CH:36]1([C@@H:29]([C:24]2[CH:25]=[CH:26][C:27]([I:28])=[C:22]([O:21][CH:20]([C:39]3[CH:44]=[CH:43][C:42]([C:45]4[CH:50]=[C:49]([O:51][CH3:52])[CH:48]=[CH:47][C:46]=4[F:53])=[CH:41][N:40]=3)[CH2:19][OH:18])[CH:23]=2)[C@H:30]([CH3:35])[C:31]([O:33][CH3:34])=[O:32])[CH2:37][CH2:38]1. The catalyst class is: 1.